From a dataset of Full USPTO retrosynthesis dataset with 1.9M reactions from patents (1976-2016). Predict the reactants needed to synthesize the given product. (1) Given the product [CH3:51][O:55][C:29]1[CH:28]=[C:27]([N:30]2[CH2:31][CH2:32][O:33][CH2:34][CH2:35]2)[CH:26]=[CH:25][C:24]=1[NH:23][C:21]([C:18]1[O:19][C:20]2[C:15]([C:16](=[O:36])[CH:17]=1)=[CH:14][CH:13]=[CH:12][C:11]=2[N:85]1[CH2:74][CH2:73][N:72]([CH3:75])[CH2:70][CH2:71]1)=[O:22], predict the reactants needed to synthesize it. The reactants are: CN1CCN(C2C=C[C:11]3[C:12](C=2)=[CH:13][CH:14]=[C:15]2[C:20]=3[O:19][C:18]([C:21]([NH:23][C:24]3[CH:29]=[CH:28][C:27]([N:30]4[CH2:35][CH2:34][O:33][CH2:32][CH2:31]4)=[CH:26][CH:25]=3)=[O:22])=[CH:17][C:16]2=[O:36])CC1.C1C=CC2N(O)N=NC=2C=1.CN([C:51]([O:55]N1N=NC2C=CC=CC1=2)=[N+](C)C)C.[B-](F)(F)(F)F.[CH2:70]([N:72]([CH2:75]C)[CH2:73][CH3:74])[CH3:71].COC1C=C([N:85]2CCOCC2)C=CC=1N. (2) Given the product [NH2:1][C:4]1[CH:9]=[CH:8][CH:7]=[CH:6][C:5]=1[C:10]1[S:11][C:12]2[C:17]([N:18]=1)=[CH:16][C:15]([CH2:19][O:20][CH:21]1[CH2:22][CH2:23][N:24]([C:27]([O:29][C:30]([CH3:33])([CH3:32])[CH3:31])=[O:28])[CH2:25][CH2:26]1)=[CH:14][N:13]=2, predict the reactants needed to synthesize it. The reactants are: [N+:1]([C:4]1[CH:9]=[CH:8][CH:7]=[CH:6][C:5]=1[C:10]1[S:11][C:12]2[C:17]([N:18]=1)=[CH:16][C:15]([CH2:19][O:20][CH:21]1[CH2:26][CH2:25][N:24]([C:27]([O:29][C:30]([CH3:33])([CH3:32])[CH3:31])=[O:28])[CH2:23][CH2:22]1)=[CH:14][N:13]=2)([O-])=O.[Cl-].[NH4+].C(O)(C)C.[OH-].[Na+]. (3) Given the product [F:13][C:14]1[CH:19]=[CH:18][CH:17]=[CH:16][C:15]=1[C:20]1[CH:28]=[N:27][CH:26]=[C:25]([NH:29][C:30]2[CH:35]=[CH:34][C:33]([I:36])=[CH:32][C:31]=2[F:37])[C:21]=1[C:22]([NH:39][NH2:40])=[O:23], predict the reactants needed to synthesize it. The reactants are: C(N1C=CN=C1)(N1C=CN=C1)=O.[F:13][C:14]1[CH:19]=[CH:18][CH:17]=[CH:16][C:15]=1[C:20]1[CH:28]=[N:27][CH:26]=[C:25]([NH:29][C:30]2[CH:35]=[CH:34][C:33]([I:36])=[CH:32][C:31]=2[F:37])[C:21]=1[C:22](O)=[O:23].O.[NH2:39][NH2:40]. (4) Given the product [Br:1][C:2]1[C:3]([CH3:11])=[C:4]([CH:8]=[CH:9][CH:10]=1)[C:5]([O:7][CH3:12])=[O:6], predict the reactants needed to synthesize it. The reactants are: [Br:1][C:2]1[C:3]([CH3:11])=[C:4]([CH:8]=[CH:9][CH:10]=1)[C:5]([OH:7])=[O:6].[C:12](=O)(O)[O-].[Na+].IC. (5) Given the product [Cl:10][C:11]1[CH:16]=[CH:15][CH:14]=[CH:13][N:12]=1.[C:68](=[O:69])([O-:71])[O-:70].[Cs+:72].[Cs+:72].[Cl:10][C:11]1[C:16]([O:81][CH:80]2[CH2:75][CH2:79]2)=[CH:15][CH:14]=[CH:13][N:12]=1, predict the reactants needed to synthesize it. The reactants are: [OH-].[NH4+].FC(F)(F)C(O)=O.[Cl:10][C:11]1[C:16](I)=[CH:15][CH:14]=[CH:13][N:12]=1.N1CCC1.C1(C2C3C(=CC=CC=3)C=CC=2P(C2C=CC=CC=2)C2C=CC=CC=2)C2C(=CC=CC=2)C=CC=1P(C1C=CC=CC=1)C1C=CC=CC=1.[C:68](=[O:71])([O-:70])[O-:69].[Cs+:72].[Cs+].Cl[C:75]1[C:80]([OH:81])=[CH:79]C=CN=1.BrC1CC1. (6) Given the product [CH2:51]([O:50][C:48]([NH:28][S:25]([C:17]1[S:18][C:19]([CH2:21][CH:22]([CH3:23])[CH3:24])=[CH:20][C:16]=1[C:12]1[CH:13]=[CH:14][CH:15]=[C:10]([CH2:9][N:5]2[CH:6]=[CH:7][N:8]=[C:4]2[C:1](=[O:3])[CH3:2])[CH:11]=1)(=[O:27])=[O:26])=[O:49])[CH2:52][CH2:53][CH3:54], predict the reactants needed to synthesize it. The reactants are: [C:1]([C:4]1[N:5]([CH2:9][C:10]2[CH:11]=[C:12]([C:16]3[CH:20]=[C:19]([CH2:21][CH:22]([CH3:24])[CH3:23])[S:18][C:17]=3[S:25]([NH:28]C(C)(C)C)(=[O:27])=[O:26])[CH:13]=[CH:14][CH:15]=2)[CH:6]=[CH:7][N:8]=1)(=[O:3])[CH3:2].C1(OC)C=CC=CC=1.C([O-])([O-])=O.[Na+].[Na+].Cl[C:48]([O:50][CH2:51][CH2:52][CH2:53][CH3:54])=[O:49].